From a dataset of Ames mutagenicity test results for genotoxicity prediction. Regression/Classification. Given a drug SMILES string, predict its toxicity properties. Task type varies by dataset: regression for continuous values (e.g., LD50, hERG inhibition percentage) or binary classification for toxic/non-toxic outcomes (e.g., AMES mutagenicity, cardiotoxicity, hepatotoxicity). Dataset: ames. (1) The molecule is ClC(Cl)Cl. The result is 0 (non-mutagenic). (2) The drug is COC(=O)/C(Br)=C(\OP(=O)(OC)OC)c1ccc(Cl)cc1Cl. The result is 0 (non-mutagenic). (3) The result is 1 (mutagenic). The drug is C=C(C)C1C=C2C(COC(=O)CCCCCCCCCCCCCCCCC)=CC=C2C(C)=CC1.